From a dataset of Catalyst prediction with 721,799 reactions and 888 catalyst types from USPTO. Predict which catalyst facilitates the given reaction. (1) Reactant: [CH2:1]([O:19][CH2:20][C:21]([CH2:58][O:59][CH2:60][CH2:61][CH2:62][CH2:63][CH2:64][CH2:65][CH2:66][CH2:67][CH2:68][CH2:69][CH2:70][CH2:71][CH2:72][CH2:73][CH2:74][CH2:75][CH2:76][CH3:77])([CH2:38][O:39][CH2:40][CH2:41][CH2:42][CH2:43][CH2:44][CH2:45][CH2:46][CH2:47][CH2:48][CH2:49][CH2:50][CH2:51][CH2:52][CH2:53][CH2:54][CH2:55][CH2:56][CH3:57])[CH2:22][O:23][C:24]1[CH:36]=[CH:35][C:34]2[C:33]3[C:28](=[CH:29][CH:30]=[CH:31][CH:32]=3)[C:27](=[O:37])[C:26]=2[CH:25]=1)[CH2:2][CH2:3][CH2:4][CH2:5][CH2:6][CH2:7][CH2:8][CH2:9][CH2:10][CH2:11][CH2:12][CH2:13][CH2:14][CH2:15][CH2:16][CH2:17][CH3:18].[Cl:78][C:79]1[CH:84]=[CH:83][C:82]([Mg]Br)=[CH:81][CH:80]=1. Product: [CH2:40]([O:39][CH2:38][C:21]([CH2:58][O:59][CH2:60][CH2:61][CH2:62][CH2:63][CH2:64][CH2:65][CH2:66][CH2:67][CH2:68][CH2:69][CH2:70][CH2:71][CH2:72][CH2:73][CH2:74][CH2:75][CH2:76][CH3:77])([CH2:20][O:19][CH2:1][CH2:2][CH2:3][CH2:4][CH2:5][CH2:6][CH2:7][CH2:8][CH2:9][CH2:10][CH2:11][CH2:12][CH2:13][CH2:14][CH2:15][CH2:16][CH2:17][CH3:18])[CH2:22][O:23][C:24]1[CH:36]=[CH:35][C:34]2[C:33]3[C:28](=[CH:29][CH:30]=[CH:31][CH:32]=3)[C:27]([C:82]3[CH:83]=[CH:84][C:79]([Cl:78])=[CH:80][CH:81]=3)([OH:37])[C:26]=2[CH:25]=1)[CH2:41][CH2:42][CH2:43][CH2:44][CH2:45][CH2:46][CH2:47][CH2:48][CH2:49][CH2:50][CH2:51][CH2:52][CH2:53][CH2:54][CH2:55][CH2:56][CH3:57]. The catalyst class is: 1. (2) Reactant: Cl.[CH3:2][C:3]1([CH3:16])[C:7]([CH3:9])([CH3:8])[O:6][B:5]([C:10]2[CH2:11][CH2:12][NH:13][CH2:14][CH:15]=2)[O:4]1.[C:17]([O:21][C:22]([CH3:25])([CH3:24])[CH3:23])(=[O:20])[CH:18]=[CH2:19].C(=O)([O-])[O-].[K+].[K+].C(#N)C. Product: [CH3:9][C:7]1([CH3:8])[C:3]([CH3:16])([CH3:2])[O:4][B:5]([C:10]2[CH2:11][CH2:12][N:13]([CH2:19][CH2:18][C:17]([O:21][C:22]([CH3:25])([CH3:24])[CH3:23])=[O:20])[CH2:14][CH:15]=2)[O:6]1. The catalyst class is: 6.